Dataset: Catalyst prediction with 721,799 reactions and 888 catalyst types from USPTO. Task: Predict which catalyst facilitates the given reaction. (1) Reactant: [Cl:1][C:2]1[N:7]=[CH:6][C:5]([OH:8])=[CH:4][CH:3]=1.[CH2:9]([O:11][C:12](=[O:17])[C:13](Br)([CH3:15])[CH3:14])[CH3:10].C(=O)([O-])[O-].[Cs+].[Cs+].C(OCC)(=O)C. Product: [Cl:1][C:2]1[N:7]=[CH:6][C:5]([O:8][C:13]([CH3:15])([CH3:14])[C:12]([O:11][CH2:9][CH3:10])=[O:17])=[CH:4][CH:3]=1. The catalyst class is: 47. (2) Reactant: [CH2:1]([N:3]1[CH2:8][CH2:7][N:6]([C:9]2[C:18]3[C:13](=[CH:14][CH:15]=[CH:16][CH:17]=3)[CH:12]=[C:11]([C:19]3[CH:24]=[CH:23][C:22]([O:25][CH2:26][CH2:27][O:28]CC4C=CC=CC=4)=[C:21]([C:36]#[N:37])[CH:20]=3)[N:10]=2)[CH2:5][CH2:4]1)[CH3:2]. Product: [CH2:1]([N:3]1[CH2:8][CH2:7][N:6]([C:9]2[C:18]3[C:13](=[CH:14][CH:15]=[CH:16][CH:17]=3)[CH:12]=[C:11]([C:19]3[CH:24]=[CH:23][C:22]([O:25][CH2:26][CH2:27][OH:28])=[C:21]([C:36]#[N:37])[CH:20]=3)[N:10]=2)[CH2:5][CH2:4]1)[CH3:2]. The catalyst class is: 19. (3) The catalyst class is: 162. Product: [CH2:4]([O:11][C:12](=[O:13])[NH:14][C:15]1[CH:20]=[CH:19][C:18]([C:21]2[CH2:26][CH2:25][N:24]([CH3:27])[CH2:23][C:22]=2[O:28][CH3:29])=[CH:17][C:16]=1[O:30][CH:31]([CH3:32])[CH3:33])[C:5]1[CH:10]=[CH:9][CH:8]=[CH:7][CH:6]=1. Reactant: [BH4-].[Na+].[I-].[CH2:4]([O:11][C:12]([NH:14][C:15]1[CH:20]=[CH:19][C:18]([C:21]2[CH:26]=[CH:25][N+:24]([CH3:27])=[CH:23][C:22]=2[O:28][CH3:29])=[CH:17][C:16]=1[O:30][CH:31]([CH3:33])[CH3:32])=[O:13])[C:5]1[CH:10]=[CH:9][CH:8]=[CH:7][CH:6]=1.O.C(=O)(O)[O-].[Na+]. (4) Reactant: [Br:1][C:2]1[CH:3]=[CH:4][C:5]([F:9])=[C:6]([OH:8])[CH:7]=1.[C:10]([O-])([O-])=O.[K+].[K+].CI. Product: [Br:1][C:2]1[CH:3]=[CH:4][C:5]([F:9])=[C:6]([O:8][CH3:10])[CH:7]=1. The catalyst class is: 215. (5) Product: [Cl:8][C:6]1[N:5]=[N:4][C:3]([C:9]([O:11][CH3:12])=[O:10])=[C:2]([NH:21][C:17]2[CH:16]=[CH:15][C:14]([Cl:13])=[C:19]([CH3:20])[N:18]=2)[CH:7]=1. Reactant: Cl[C:2]1[CH:7]=[C:6]([Cl:8])[N:5]=[N:4][C:3]=1[C:9]([O:11][CH3:12])=[O:10].[Cl:13][C:14]1[CH:15]=[CH:16][C:17]([NH2:21])=[N:18][C:19]=1[CH3:20]. The catalyst class is: 10. (6) Reactant: [H-].[Na+].[OH:3][CH:4]([CH:10]([C:17]1[CH:22]=[CH:21][CH:20]=[CH:19][CH:18]=1)[C:11]1[CH:16]=[CH:15][CH:14]=[CH:13][CH:12]=1)[C:5]([O:7][CH2:8][CH3:9])=[O:6].[CH2:23](Br)[C:24]1[CH:29]=[CH:28][CH:27]=[CH:26][CH:25]=1. Product: [CH2:23]([O:3][CH:4]([CH:10]([C:17]1[CH:18]=[CH:19][CH:20]=[CH:21][CH:22]=1)[C:11]1[CH:12]=[CH:13][CH:14]=[CH:15][CH:16]=1)[C:5]([O:7][CH2:8][CH3:9])=[O:6])[C:24]1[CH:29]=[CH:28][CH:27]=[CH:26][CH:25]=1. The catalyst class is: 1. (7) Reactant: Br[CH2:2]/[CH:3]=[CH:4]/[C:5]([NH:7][C:8]1[CH:9]=[C:10]2[C:15](=[CH:16][C:17]=1[O:18][CH3:19])[N:14]=[CH:13][N:12]=[C:11]2[NH:20][C:21]1[CH:26]=[CH:25][C:24]([F:27])=[C:23]([Cl:28])[CH:22]=1)=[O:6].Cl.[CH2:30]1[C:33]2([CH2:38][CH2:37][CH2:36][CH2:35][CH2:34]2)[CH2:32][NH:31]1.C([O-])([O-])=O.[K+].[K+].O. Product: [Cl:28][C:23]1[CH:22]=[C:21]([NH:20][C:11]2[C:10]3[C:15](=[CH:16][C:17]([O:18][CH3:19])=[C:8]([NH:7][C:5](=[O:6])/[CH:4]=[CH:3]/[CH2:2][N:31]4[CH2:32][C:33]5([CH2:38][CH2:37][CH2:36][CH2:35][CH2:34]5)[CH2:30]4)[CH:9]=3)[N:14]=[CH:13][N:12]=2)[CH:26]=[CH:25][C:24]=1[F:27]. The catalyst class is: 3. (8) Reactant: [Cl:1][C:2]1[C:3]([C:8]#[N:9])=[N:4][CH:5]=[CH:6][N:7]=1.[F:10]F. Product: [Cl:1][C:2]1[C:3]([C:8]#[N:9])=[N:4][C:5]([F:10])=[CH:6][N:7]=1. The catalyst class is: 10. (9) Reactant: [CH2:1]1[C:3]2([CH2:7][CH2:6][C@H:5]([CH2:8][O:9][Si](C(C)(C)C)(C3C=CC=CC=3)C3C=CC=CC=3)[O:4]2)[CH2:2]1.CCCC[N+](CCCC)(CCCC)CCCC.[F-]. Product: [CH2:2]1[C:3]2([CH2:7][CH2:6][C@H:5]([CH2:8][OH:9])[O:4]2)[CH2:1]1. The catalyst class is: 1.